Dataset: Reaction yield outcomes from USPTO patents with 853,638 reactions. Task: Predict the reaction yield, written as a fraction of the theoretical maximum amount of product (1.0 means a 100% yield; for example, 0.34 means a 34% yield). (1) The reactants are [CH2:1]([O:3][C:4]([C:6]1[NH:7][C:8]2[C:13]([CH:14]=1)=[CH:12][C:11]([Cl:15])=[CH:10][C:9]=2[CH3:16])=[O:5])[CH3:2].[C:17](O[C:17]([O:19][C:20]([CH3:23])([CH3:22])[CH3:21])=[O:18])([O:19][C:20]([CH3:23])([CH3:22])[CH3:21])=[O:18].CCN(CC)CC.Cl. The catalyst is C(Cl)Cl.CN(C1C=CN=CC=1)C. The product is [CH3:2][CH2:1][O:3][C:4]([C:6]1[N:7]([C:17]([O:19][C:20]([CH3:23])([CH3:22])[CH3:21])=[O:18])[C:8]2[C:13]([CH:14]=1)=[CH:12][C:11]([Cl:15])=[CH:10][C:9]=2[CH3:16])=[O:5]. The yield is 0.970. (2) The reactants are [Cl:1][C:2]1[C:3]([O:9][C:10]2[CH:15]=[C:14]([O:16][CH2:17][CH2:18][O:19][CH3:20])[CH:13]=[CH:12][C:11]=2[CH2:21][CH2:22][CH2:23][OH:24])=[N:4][CH:5]=[C:6]([Cl:8])[CH:7]=1.Cl[S:26]([N:29]=[C:30]=[O:31])(=[O:28])=[O:27].[N:32]1C=CC=CC=1.N. The catalyst is C1(C)C=CC=CC=1.O. The product is [NH2:32][S:26]([NH:29][C:30](=[O:31])[O:24][CH2:23][CH2:22][CH2:21][C:11]1[CH:12]=[CH:13][C:14]([O:16][CH2:17][CH2:18][O:19][CH3:20])=[CH:15][C:10]=1[O:9][C:3]1[C:2]([Cl:1])=[CH:7][C:6]([Cl:8])=[CH:5][N:4]=1)(=[O:28])=[O:27]. The yield is 0.580. (3) The reactants are CS(O[C@H:6]1[CH2:10][CH2:9][N:8]([C:11]([O:13][CH2:14][C:15]2[CH:20]=[CH:19][C:18]([N+:21]([O-:23])=[O:22])=[CH:17][CH:16]=2)=[O:12])[CH2:7]1)(=O)=O.[N-:24]=[N+:25]=[N-:26].[Na+]. The catalyst is CN(C)C=O. The product is [N:24]([C@@H:6]1[CH2:10][CH2:9][N:8]([C:11]([O:13][CH2:14][C:15]2[CH:20]=[CH:19][C:18]([N+:21]([O-:23])=[O:22])=[CH:17][CH:16]=2)=[O:12])[CH2:7]1)=[N+:25]=[N-:26]. The yield is 1.00. (4) The catalyst is C(OCC)(=O)C. The reactants are [CH2:1]([O:8][C:9]([N:11]1[C:15]2([CH2:20][CH2:19][O:18][CH2:17][CH2:16]2)[O:14][CH2:13][C@H:12]1[C:21](=O)[NH:22][CH2:23][C:24]([C:26]1[CH:31]=[CH:30][C:29]([Br:32])=[CH:28][CH:27]=1)=O)=[O:10])[C:2]1[CH:7]=[CH:6][CH:5]=[CH:4][CH:3]=1.C([O-])(=O)C.[NH4+:38]. The product is [CH2:1]([O:8][C:9]([N:11]1[C:15]2([CH2:20][CH2:19][O:18][CH2:17][CH2:16]2)[O:14][CH2:13][C@H:12]1[C:21]1[NH:22][CH:23]=[C:24]([C:26]2[CH:31]=[CH:30][C:29]([Br:32])=[CH:28][CH:27]=2)[N:38]=1)=[O:10])[C:2]1[CH:3]=[CH:4][CH:5]=[CH:6][CH:7]=1. The yield is 0.570.